From a dataset of M1 muscarinic receptor antagonist screen with 61,756 compounds. Binary Classification. Given a drug SMILES string, predict its activity (active/inactive) in a high-throughput screening assay against a specified biological target. (1) The result is 0 (inactive). The compound is s1\c(n(c2c1ccc(OC)c2)CCO)=C/C(=O)CC. (2) The result is 0 (inactive). The drug is Clc1cc(c2sc3n(n2)c(nn3)Cn2c3c(nc2)cccc3)ccc1. (3) The drug is S=c1n(CCCN2CCOCC2)c(=O)c2c([nH]1)cc(OCC)c(OCC)c2. The result is 0 (inactive). (4) The drug is S(=O)(=O)(N1CCC(CC1)C(=O)NC1CCCc2c1cccc2)c1cc2c(NC(=O)CC2)cc1. The result is 0 (inactive).